This data is from Catalyst prediction with 721,799 reactions and 888 catalyst types from USPTO. The task is: Predict which catalyst facilitates the given reaction. Reactant: [Cl:1][C:2]1[CH:7]=[CH:6][CH:5]=[CH:4][C:3]=1[N:8]1[C:12]([C:13]2[S:14][C:15]([C:18]3[CH:23]=[CH:22][CH:21]=[C:20]([S:24]([CH3:27])(=[O:26])=[O:25])[CH:19]=3)=[CH:16][CH:17]=2)=[CH:11][C:10]([C:28](O)=[O:29])=[N:9]1.CN(C=O)C.C(Cl)(=O)C([Cl:39])=O.O1CCOCC1. Product: [Cl:1][C:2]1[CH:7]=[CH:6][CH:5]=[CH:4][C:3]=1[N:8]1[C:12]([C:13]2[S:14][C:15]([C:18]3[CH:23]=[CH:22][CH:21]=[C:20]([S:24]([CH3:27])(=[O:25])=[O:26])[CH:19]=3)=[CH:16][CH:17]=2)=[CH:11][C:10]([C:28]([Cl:39])=[O:29])=[N:9]1. The catalyst class is: 48.